This data is from Full USPTO retrosynthesis dataset with 1.9M reactions from patents (1976-2016). The task is: Predict the reactants needed to synthesize the given product. Given the product [CH2:40]([Si:6]([CH2:4][CH3:5])([CH2:38][CH3:39])[C:7]1[C:18]2[C:17]3[CH:19]=[CH:20][CH:21]=[CH:22][C:16]=3[S:15][C:14]=2[C:13]([Si:24]([CH2:27][CH3:28])([CH2:25][CH3:26])[CH2:29][CH3:30])=[C:12]2[C:8]=1[S:9][C:10]1[CH:34]=[CH:33][CH:32]=[C:31]([C:35]#[CH:36])[C:11]=12)[CH3:41], predict the reactants needed to synthesize it. The reactants are: [Sn](Cl)Cl.[CH2:4]([Si:6]([CH2:40][CH3:41])([CH2:38][CH3:39])[C:7]1(O)[C:18]2[C:17]3[CH:19]=[CH:20][CH:21]=[CH:22][C:16]=3[S:15][C:14]=2[C:13]([Si:24]([CH2:29][CH3:30])([CH2:27][CH3:28])[CH2:25][CH3:26])(O)[C:12]2[C:11]3[C:31]([C:35]#[CH:36])=[CH:32][CH:33]=[CH:34][C:10]=3[S:9][C:8]1=2)[CH3:5].